Dataset: NCI-60 drug combinations with 297,098 pairs across 59 cell lines. Task: Regression. Given two drug SMILES strings and cell line genomic features, predict the synergy score measuring deviation from expected non-interaction effect. (1) Drug 1: C1CC(C1)(C(=O)O)C(=O)O.[NH2-].[NH2-].[Pt+2]. Drug 2: CC1C(C(CC(O1)OC2CC(OC(C2O)C)OC3=CC4=CC5=C(C(=O)C(C(C5)C(C(=O)C(C(C)O)O)OC)OC6CC(C(C(O6)C)O)OC7CC(C(C(O7)C)O)OC8CC(C(C(O8)C)O)(C)O)C(=C4C(=C3C)O)O)O)O. Cell line: SR. Synergy scores: CSS=51.1, Synergy_ZIP=-2.37, Synergy_Bliss=-3.48, Synergy_Loewe=-26.0, Synergy_HSA=-1.54. (2) Synergy scores: CSS=61.2, Synergy_ZIP=-2.56, Synergy_Bliss=-8.41, Synergy_Loewe=-32.3, Synergy_HSA=-10.5. Drug 1: CN(C)C1=NC(=NC(=N1)N(C)C)N(C)C. Cell line: HL-60(TB). Drug 2: C1=CC(=CC=C1CCCC(=O)O)N(CCCl)CCCl. (3) Drug 1: C1CN1P(=S)(N2CC2)N3CC3. Drug 2: C1CN(CCN1C(=O)CCBr)C(=O)CCBr. Cell line: HOP-92. Synergy scores: CSS=16.6, Synergy_ZIP=-4.85, Synergy_Bliss=-1.81, Synergy_Loewe=-0.754, Synergy_HSA=0.388. (4) Drug 1: CN(C)C1=NC(=NC(=N1)N(C)C)N(C)C. Drug 2: C(CC(=O)O)C(=O)CN.Cl. Cell line: MOLT-4. Synergy scores: CSS=-7.48, Synergy_ZIP=-9.18, Synergy_Bliss=-17.6, Synergy_Loewe=-38.0, Synergy_HSA=-21.3. (5) Cell line: MOLT-4. Drug 1: COC1=C(C=C2C(=C1)N=CN=C2NC3=CC(=C(C=C3)F)Cl)OCCCN4CCOCC4. Synergy scores: CSS=22.9, Synergy_ZIP=-2.43, Synergy_Bliss=5.98, Synergy_Loewe=-0.365, Synergy_HSA=6.13. Drug 2: CCC(=C(C1=CC=CC=C1)C2=CC=C(C=C2)OCCN(C)C)C3=CC=CC=C3.C(C(=O)O)C(CC(=O)O)(C(=O)O)O. (6) Drug 1: CN(C)N=NC1=C(NC=N1)C(=O)N. Drug 2: C1=NC2=C(N1)C(=S)N=CN2. Cell line: UACC62. Synergy scores: CSS=10.8, Synergy_ZIP=-10.7, Synergy_Bliss=-13.7, Synergy_Loewe=-13.7, Synergy_HSA=-13.4.